Task: Predict which catalyst facilitates the given reaction.. Dataset: Catalyst prediction with 721,799 reactions and 888 catalyst types from USPTO (1) Reactant: [OH:1][C:2]1[C:9]([OH:10])=[CH:8][CH:7]=[CH:6][C:3]=1[CH:4]=[O:5].C(=O)([O-])[O-].[K+].[K+].I[CH2:18][CH3:19].O. Product: [CH2:18]([O:1][C:2]1[C:9]([OH:10])=[CH:8][CH:7]=[CH:6][C:3]=1[CH:4]=[O:5])[CH3:19]. The catalyst class is: 3. (2) The catalyst class is: 504. Product: [CH2:28]([NH:31][C:32]([C@@H:34]1[C:38]([CH3:40])([CH3:39])[S:37][CH2:36][N:35]1[C:13](=[O:14])[C@@H:12]([OH:16])[C@@H:11]([NH:10][C:8]([C:7]1[C:6]([CH3:27])=[C:5]([O:4][C:1](=[O:3])[CH3:2])[CH:26]=[CH:25][CH:24]=1)=[O:9])[CH2:17][C:18]1[CH:23]=[CH:22][CH:21]=[CH:20][CH:19]=1)=[O:33])[CH:29]=[CH2:30]. Reactant: [C:1]([O:4][C:5]1[C:6]([CH3:27])=[C:7]([CH:24]=[CH:25][CH:26]=1)[C:8]([NH:10][C@@H:11]([CH2:17][C:18]1[CH:23]=[CH:22][CH:21]=[CH:20][CH:19]=1)[C@H:12]([OH:16])[C:13](O)=[O:14])=[O:9])(=[O:3])[CH3:2].[CH2:28]([NH:31][C:32]([C@@H:34]1[C:38]([CH3:40])([CH3:39])[S:37][CH2:36][NH:35]1)=[O:33])[CH:29]=[CH2:30].C1C=CC2N(O)N=NC=2C=1.O.C(N=C=NC(C)C)(C)C. (3) Reactant: Br[C:2]1[CH:7]=[CH:6][C:5]([C@H:8]([NH:10][C:11](=[O:17])[O:12][C:13]([CH3:16])([CH3:15])[CH3:14])[CH3:9])=[CH:4][CH:3]=1.[B:18]1([B:18]2[O:22][C:21]([CH3:24])([CH3:23])[C:20]([CH3:26])([CH3:25])[O:19]2)[O:22][C:21]([CH3:24])([CH3:23])[C:20]([CH3:26])([CH3:25])[O:19]1.C([O-])(=O)C.[K+]. Product: [CH3:25][C:20]1([CH3:26])[C:21]([CH3:24])([CH3:23])[O:22][B:18]([C:2]2[CH:7]=[CH:6][C:5]([C@H:8]([NH:10][C:11](=[O:17])[O:12][C:13]([CH3:16])([CH3:15])[CH3:14])[CH3:9])=[CH:4][CH:3]=2)[O:19]1. The catalyst class is: 418. (4) Reactant: [F:1][C:2]([F:13])([F:12])[C:3]1[CH:11]=[C:10]2[C:6]([CH:7]=[CH:8][NH:9]2)=[CH:5][CH:4]=1.[Li]CCCC.[Li]C(C)(C)C.C(Cl)CCl.C1C=CC2N([OH:37])N=NC=2C=1.Cl.CN[O:41][CH3:42].C[CH2:44][N:45]([CH:49](C)C)C(C)C. Product: [CH3:42][O:41][N:45]([CH3:49])[C:44]([C:8]1[NH:9][C:10]2[C:6]([CH:7]=1)=[CH:5][CH:4]=[C:3]([C:2]([F:1])([F:12])[F:13])[CH:11]=2)=[O:37]. The catalyst class is: 118. (5) Reactant: [F:1][C:2]1[CH:3]=[C:4]([S:9]([N:12]2[C:16]([C:17]3[C:18]([F:23])=[N:19][CH:20]=[CH:21][CH:22]=3)=[CH:15][C:14]([CH2:24][N:25](C)[C:26](=O)OC(C)(C)C)=[CH:13]2)(=[O:11])=[O:10])[CH:5]=[CH:6][C:7]=1[CH3:8].C(OCC)(=O)C.[ClH:40]. Product: [ClH:40].[F:1][C:2]1[CH:3]=[C:4]([S:9]([N:12]2[C:16]([C:17]3[C:18]([F:23])=[N:19][CH:20]=[CH:21][CH:22]=3)=[CH:15][C:14]([CH2:24][NH:25][CH3:26])=[CH:13]2)(=[O:11])=[O:10])[CH:5]=[CH:6][C:7]=1[CH3:8]. The catalyst class is: 8. (6) Reactant: [CH3:1][NH:2][CH2:3][CH2:4][CH:5]([O:12][C:13]1[CH:14]=[CH:15][C:16]([C:19]([F:22])([F:21])[F:20])=[CH:17][CH:18]=1)[C:6]1[CH:7]=[CH:8][CH:9]=[CH:10][CH:11]=1.[ClH:23].[C:24]([OH:32])(=[O:31])[C:25]1[CH:30]=[CH:29][CH:28]=[CH:27][CH:26]=1. Product: [CH3:1][NH:2][CH2:3][CH2:4][CH:5]([O:12][C:13]1[CH:18]=[CH:17][C:16]([C:19]([F:20])([F:22])[F:21])=[CH:15][CH:14]=1)[C:6]1[CH:7]=[CH:8][CH:9]=[CH:10][CH:11]=1.[ClH:23].[C:24]([OH:32])(=[O:31])[C:25]1[CH:30]=[CH:29][CH:28]=[CH:27][CH:26]=1.[C:3](#[N:2])[CH3:4]. The catalyst class is: 10. (7) Reactant: C(OC(=O)[NH:10][CH:11]([C:13](=[O:37])[NH:14][C:15]1[N:16]([C:33]([CH3:36])([CH3:35])[CH3:34])[N:17]=[C:18]([C:20]2([C:27]3[CH:32]=[CH:31][CH:30]=[CH:29][CH:28]=3)[CH2:25][CH2:24][N:23]([CH3:26])[CH2:22][CH2:21]2)[CH:19]=1)[CH3:12])C1C=CC=CC=1. Product: [NH2:10][CH:11]([CH3:12])[C:13]([NH:14][C:15]1[N:16]([C:33]([CH3:36])([CH3:35])[CH3:34])[N:17]=[C:18]([C:20]2([C:27]3[CH:28]=[CH:29][CH:30]=[CH:31][CH:32]=3)[CH2:21][CH2:22][N:23]([CH3:26])[CH2:24][CH2:25]2)[CH:19]=1)=[O:37]. The catalyst class is: 50. (8) Reactant: [NH:1]([C:16]([O:18][CH2:19][C:20]1[CH:25]=[CH:24][CH:23]=[CH:22][CH:21]=1)=[O:17])[C@H:2]([C:6]([N:8]1[CH2:15][CH2:14][CH2:13][C@H:9]1[C:10]([OH:12])=[O:11])=[O:7])[CH:3]([CH3:5])[CH3:4].ON1C2C=CC=CC=2N=N1.C(N=C=NC(C)C)(C)C.[NH2:45][C:46]1[CH:47]=[C:48]2[C:53](=[CH:54][CH:55]=1)[N:52]=[CH:51][CH:50]=[CH:49]2. Product: [NH:1]([C:16]([O:18][CH2:19][C:20]1[CH:21]=[CH:22][CH:23]=[CH:24][CH:25]=1)=[O:17])[C@H:2]([C:6]([N:8]1[CH2:15][CH2:14][CH2:13][C@H:9]1[C:10]([OH:12])=[O:11])=[O:7])[CH:3]([CH3:5])[CH3:4].[NH2:45][C:46]1[CH:47]=[C:48]2[C:53](=[CH:54][CH:55]=1)[N:52]=[CH:51][CH:50]=[CH:49]2. The catalyst class is: 4.